Dataset: Reaction yield outcomes from USPTO patents with 853,638 reactions. Task: Predict the reaction yield, written as a fraction of the theoretical maximum amount of product (1.0 means a 100% yield; for example, 0.34 means a 34% yield). The reactants are [N:1]([C:38]([CH2:40][O:41][CH2:42][C:43]([OH:45])=O)=[O:39])([CH2:20][CH2:21][CH2:22][CH2:23][CH2:24][CH2:25][CH2:26][CH2:27][CH2:28][CH2:29][CH2:30][CH2:31][CH2:32][CH2:33][CH2:34][CH2:35][CH2:36][CH3:37])[CH2:2][CH2:3][CH2:4][CH2:5][CH2:6][CH2:7][CH2:8][CH2:9][CH2:10][CH2:11][CH2:12][CH2:13][CH2:14][CH2:15][CH2:16][CH2:17][CH2:18][CH3:19].C(Cl)Cl.[NH2:49][CH2:50][C:51]([NH:53][CH2:54][C:55]([NH:57][CH2:58][C:59]([O:61][CH2:62][C:63]1[CH:68]=[CH:67][CH:66]=[CH:65][CH:64]=1)=[O:60])=[O:56])=[O:52].CC1C=CC(S(O)(=O)=O)=CC=1. The yield is 0.890. The product is [N:1]([C:38]([CH2:40][O:41][CH2:42][C:43]([NH:49][CH2:50][C:51]([NH:53][CH2:54][C:55]([NH:57][CH2:58][C:59]([O:61][CH2:62][C:63]1[CH:64]=[CH:65][CH:66]=[CH:67][CH:68]=1)=[O:60])=[O:56])=[O:52])=[O:45])=[O:39])([CH2:2][CH2:3][CH2:4][CH2:5][CH2:6][CH2:7][CH2:8][CH2:9][CH2:10][CH2:11][CH2:12][CH2:13][CH2:14][CH2:15][CH2:16][CH2:17][CH2:18][CH3:19])[CH2:20][CH2:21][CH2:22][CH2:23][CH2:24][CH2:25][CH2:26][CH2:27][CH2:28][CH2:29][CH2:30][CH2:31][CH2:32][CH2:33][CH2:34][CH2:35][CH2:36][CH3:37]. The catalyst is CCN(CC)CC.